Task: Predict the reaction yield, written as a fraction of the theoretical maximum amount of product (1.0 means a 100% yield; for example, 0.34 means a 34% yield).. Dataset: Reaction yield outcomes from USPTO patents with 853,638 reactions The reactants are [O:1]=[C:2]([CH3:6])[CH2:3][C:4]#[N:5].Br[CH2:8][C:9]1[CH:14]=[CH:13][CH:12]=[CH:11][CH:10]=1. The catalyst is CCO. The product is [CH2:8]([CH:3]([C:2](=[O:1])[CH3:6])[C:4]#[N:5])[C:9]1[CH:14]=[CH:13][CH:12]=[CH:11][CH:10]=1. The yield is 0.390.